From a dataset of Forward reaction prediction with 1.9M reactions from USPTO patents (1976-2016). Predict the product of the given reaction. Given the reactants [Br:1][CH2:2][CH2:3][CH2:4][CH2:5][CH2:6][C@@H:7]1[CH2:24][C:23]2[CH:22]=[C:21]([OH:25])[CH:20]=[CH:19][C:18]=2[C@@H:17]2[C@@H:8]1[C@H:9]1[C@@:13]([CH2:15][C@@H:16]2[F:26])([CH3:14])[C:12](=[O:27])[CH2:11][CH2:10]1.C(O)C.O.[BH4-].[Na+], predict the reaction product. The product is: [Br:1][CH2:2][CH2:3][CH2:4][CH2:5][CH2:6][C@@H:7]1[CH2:24][C:23]2[CH:22]=[C:21]([OH:25])[CH:20]=[CH:19][C:18]=2[C@@H:17]2[C@@H:8]1[C@H:9]1[C@@:13]([CH2:15][C@@H:16]2[F:26])([CH3:14])[C@@H:12]([OH:27])[CH2:11][CH2:10]1.